Dataset: Reaction yield outcomes from USPTO patents with 853,638 reactions. Task: Predict the reaction yield, written as a fraction of the theoretical maximum amount of product (1.0 means a 100% yield; for example, 0.34 means a 34% yield). (1) The reactants are [C:1]1([C:7](=O)[CH2:8][C:9]2[CH:14]=[CH:13][CH:12]=[CH:11][CH:10]=2)[CH:6]=[CH:5][CH:4]=[CH:3][CH:2]=1.[CH:16]([C:18]1[CH:26]=[CH:25][C:21]([C:22]([OH:24])=[O:23])=[CH:20][CH:19]=1)=O.[NH2:27][C:28]([NH2:30])=[O:29].Cl. The catalyst is CCO. The product is [O:29]=[C:28]1[NH:30][CH:16]([C:18]2[CH:26]=[CH:25][C:21]([C:22]([OH:24])=[O:23])=[CH:20][CH:19]=2)[C:8]([C:9]2[CH:14]=[CH:13][CH:12]=[CH:11][CH:10]=2)=[C:7]([C:1]2[CH:6]=[CH:5][CH:4]=[CH:3][CH:2]=2)[NH:27]1. The yield is 0.0200. (2) The reactants are [C:1]([O:5][C:6]([N:8]1[CH2:13][CH2:12][CH:11]([NH:14][C:15]2[CH:16]=[C:17]([CH:25]=[C:26]([C:28]([F:31])([F:30])[F:29])[N:27]=2)[C:18]([O:20]C(C)(C)C)=[O:19])[CH2:10][CH2:9]1)=[O:7])([CH3:4])([CH3:3])[CH3:2].[OH-].[K+].Cl. The catalyst is O1CCCC1.[Cl-].[Na+].O. The product is [C:1]([O:5][C:6]([N:8]1[CH2:13][CH2:12][CH:11]([NH:14][C:15]2[CH:16]=[C:17]([CH:25]=[C:26]([C:28]([F:30])([F:31])[F:29])[N:27]=2)[C:18]([OH:20])=[O:19])[CH2:10][CH2:9]1)=[O:7])([CH3:4])([CH3:2])[CH3:3]. The yield is 0.940.